This data is from Reaction yield outcomes from USPTO patents with 853,638 reactions. The task is: Predict the reaction yield, written as a fraction of the theoretical maximum amount of product (1.0 means a 100% yield; for example, 0.34 means a 34% yield). (1) The product is [CH:20]([C:2]1[CH:10]=[CH:9][C:5]([C:6]([OH:8])=[O:7])=[C:4]([CH3:11])[CH:3]=1)=[O:21]. The catalyst is C1COCC1. The yield is 0.400. The reactants are Br[C:2]1[CH:10]=[CH:9][C:5]([C:6]([OH:8])=[O:7])=[C:4]([CH3:11])[CH:3]=1.C([Li])CCC.CN([CH:20]=[O:21])C. (2) The reactants are I[C:2]1[CH:3]=[C:4]([CH3:9])[CH:5]=[C:6]([CH3:8])[CH:7]=1.[Cl:10][C:11]1[CH:16]=[CH:15][CH:14]=[CH:13][C:12]=1[SH:17].C([O-])([O-])=O.[K+].[K+].C(O)CO. The catalyst is [Cu]I.CC(O)C. The product is [Cl:10][C:11]1[CH:16]=[CH:15][CH:14]=[CH:13][C:12]=1[S:17][C:2]1[CH:3]=[C:4]([CH3:9])[CH:5]=[C:6]([CH3:8])[CH:7]=1. The yield is 0.870. (3) The reactants are C(P(C(C)(C)C)C(C)(C)C)(C)(C)C.[CH:14]1[CH:19]=[C:18]([C:20]2[CH:25]=[CH:24][CH:23]=[C:22]([C:26]3[N:31]=[CH:30][CH:29]=[CH:28][CH:27]=3)[N:21]=2)[N:17]=[CH:16][CH:15]=1.C#C.C([Sn](CCCC)CCCC)CCC. The catalyst is C1(C)C=CC=CC=1.C1C=CC(/C=C/C(/C=C/C2C=CC=CC=2)=O)=CC=1.C1C=CC(/C=C/C(/C=C/C2C=CC=CC=2)=O)=CC=1.C1C=CC(/C=C/C(/C=C/C2C=CC=CC=2)=O)=CC=1.[Pd].[Pd]. The product is [CH:28]1[CH:27]=[C:26]([C:22]2[CH:23]=[CH:24][CH:25]=[C:20]([C:18]3[N:17]=[CH:16][CH:15]=[CH:14][CH:19]=3)[N:21]=2)[N:31]=[CH:30][CH:29]=1. The yield is 0.840. (4) The reactants are [Br:1]Br.C([O:6][CH2:7][CH2:8][S:9]([C:12]1[CH:17]=[CH:16][C:15]([O:18][CH3:19])=[CH:14][CH:13]=1)(=[O:11])=[O:10])(=O)C.[O-]S([O-])=O.[Na+].[Na+].C([O-])(O)=O.[Na+]. The catalyst is C(O)(=O)C.CC(=O)OCC. The product is [Br:1][C:14]1[CH:13]=[C:12]([S:9]([CH2:8][CH2:7][OH:6])(=[O:11])=[O:10])[CH:17]=[CH:16][C:15]=1[O:18][CH3:19]. The yield is 0.273. (5) The reactants are [Cl:1][C:2]1[CH:17]=[CH:16][C:5]([C:6]([NH:8][C:9]2[C:10](Cl)=[N:11][CH:12]=[N:13][CH:14]=2)=O)=[CH:4][C:3]=1[C:18]#[N:19].COC1C=CC(P2(SP(C3C=CC(OC)=CC=3)(=S)S2)=[S:29])=CC=1. The catalyst is C1(C)C=CC=CC=1. The product is [Cl:1][C:2]1[CH:17]=[CH:16][C:5]([C:6]2[S:29][C:10]3[N:11]=[CH:12][N:13]=[CH:14][C:9]=3[N:8]=2)=[CH:4][C:3]=1[C:18]#[N:19]. The yield is 0.980. (6) The reactants are Br.[OH:2][C:3]1[CH:8]=[CH:7][N:6]2[CH:9]=[C:10]([C:12]([OH:14])=O)[N:11]=[C:5]2[CH:4]=1.C(N(CC)CC)C.O.ON1C2C=CC=CC=2N=N1.Cl.CN(C)CCCN=C=NCC.[NH2:45][CH:46]1[CH2:51][CH2:50][N:49]([C:52]([O:54][C:55]([CH3:58])([CH3:57])[CH3:56])=[O:53])[CH2:48][CH2:47]1. The catalyst is CN(C)C=O. The product is [OH:2][C:3]1[CH:8]=[CH:7][N:6]2[CH:9]=[C:10]([C:12]([NH:45][CH:46]3[CH2:47][CH2:48][N:49]([C:52]([O:54][C:55]([CH3:58])([CH3:57])[CH3:56])=[O:53])[CH2:50][CH2:51]3)=[O:14])[N:11]=[C:5]2[CH:4]=1. The yield is 0.810. (7) The reactants are C(OC(=O)[NH:7][CH2:8][C:9](=[O:16])[C:10]1[CH:15]=[CH:14][N:13]=[CH:12][CH:11]=1)(C)(C)C.[ClH:18]. The catalyst is CO.CC(O)C. The product is [ClH:18].[ClH:18].[NH2:7][CH2:8][C:9]([C:10]1[CH:15]=[CH:14][N:13]=[CH:12][CH:11]=1)=[O:16]. The yield is 1.00. (8) The reactants are C(Cl)(=O)C([Cl:4])=O.CS(C)=O.[C:11]1(C)[CH:16]=[CH:15][CH:14]=[C:13]([N:17]2[N:21]=[N:20][C:19]([CH2:22][OH:23])=[N:18]2)[CH:12]=1.CCN(CC)CC. The catalyst is C(Cl)Cl.O. The product is [Cl:4][C:11]1[CH:12]=[C:13]([N:17]2[N:21]=[N:20][C:19]([CH:22]=[O:23])=[N:18]2)[CH:14]=[CH:15][CH:16]=1. The yield is 0.640. (9) The reactants are [N+:1]([C:4]1[CH:16]=[CH:15][C:7]([C:8]([O:10][C:11]([CH3:14])([CH3:13])[CH3:12])=[O:9])=[C:6]([C:17]#[C:18][Si](C)(C)C)[CH:5]=1)([O-:3])=[O:2].C(=O)([O-])[O-].[K+].[K+].O. The catalyst is CO. The product is [C:17]([C:6]1[CH:5]=[C:4]([N+:1]([O-:3])=[O:2])[CH:16]=[CH:15][C:7]=1[C:8]([O:10][C:11]([CH3:14])([CH3:13])[CH3:12])=[O:9])#[CH:18]. The yield is 0.900. (10) The reactants are [Cl:1][C:2]1[CH:7]=[CH:6][CH:5]=[CH:4][C:3]=1[C:8]1[C:12]([C:13]([O:15]CC)=[O:14])=[CH:11][O:10][N:9]=1.[OH-].[Na+].Cl.O. The catalyst is CCO. The product is [Cl:1][C:2]1[CH:7]=[CH:6][CH:5]=[CH:4][C:3]=1[C:8]1[C:12]([C:13]([OH:15])=[O:14])=[CH:11][O:10][N:9]=1. The yield is 0.205.